From a dataset of Full USPTO retrosynthesis dataset with 1.9M reactions from patents (1976-2016). Predict the reactants needed to synthesize the given product. Given the product [C:17]([NH:16][C:15]1[C:8]2[C:9](=[N:10][CH:11]=[CH:12][C:7]=2[N:1]2[CH2:6][CH2:5][N:4]([C:30](=[O:31])[C@@H:29]([C:33]3[CH:34]=[CH:35][C:36]([Cl:39])=[CH:37][CH:38]=3)[CH2:28][N:27]([CH:40]([CH3:42])[CH3:41])[C:25](=[O:26])[O:24][C:20]([CH3:23])([CH3:21])[CH3:22])[CH2:3][CH2:2]2)[NH:13][CH:14]=1)(=[O:19])[CH3:18], predict the reactants needed to synthesize it. The reactants are: [N:1]1([C:7]2[CH:12]=[CH:11][N:10]=[C:9]3[NH:13][CH:14]=[C:15]([NH:16][C:17](=[O:19])[CH3:18])[C:8]=23)[CH2:6][CH2:5][NH:4][CH2:3][CH2:2]1.[C:20]([O:24][C:25]([N:27]([CH:40]([CH3:42])[CH3:41])[CH2:28][C@H:29]([C:33]1[CH:38]=[CH:37][C:36]([Cl:39])=[CH:35][CH:34]=1)[C:30](O)=[O:31])=[O:26])([CH3:23])([CH3:22])[CH3:21].C1C=CC2N(O)N=NC=2C=1.O.CCN=C=NCCCN(C)C.CCN(C(C)C)C(C)C.C([O-])([O-])=O.[Na+].[Na+].